Predict the reactants needed to synthesize the given product. From a dataset of Full USPTO retrosynthesis dataset with 1.9M reactions from patents (1976-2016). (1) Given the product [Cl:8][C:4]1[CH:5]=[N:6][CH:7]=[C:2]([N:11]2[C:10]([CH3:9])=[CH:14][C:13]([CH3:15])=[N:12]2)[N:3]=1, predict the reactants needed to synthesize it. The reactants are: Cl[C:2]1[CH:7]=[N:6][CH:5]=[C:4]([Cl:8])[N:3]=1.[CH3:9][C:10]1[CH:14]=[C:13]([CH3:15])[NH:12][N:11]=1. (2) Given the product [O:2]1[C:6]2([CH2:10][CH2:9][N:8]([CH2:35][C:34]3[CH:33]=[CH:32][C:31]([O:30][CH:28]4[CH2:29][N:26]([C:24]([C:22]5[O:23][C:19]([C:16]6[CH:17]=[CH:18][C:13]([O:12][CH3:11])=[CH:14][CH:15]=6)=[N:20][N:21]=5)=[O:25])[CH2:27]4)=[CH:38][CH:37]=3)[CH2:7]2)[CH2:5][CH2:4][CH2:3]1, predict the reactants needed to synthesize it. The reactants are: Cl.[O:2]1[C:6]2([CH2:10][CH2:9][NH:8][CH2:7]2)[CH2:5][CH2:4][CH2:3]1.[CH3:11][O:12][C:13]1[CH:18]=[CH:17][C:16]([C:19]2[O:23][C:22]([C:24]([N:26]3[CH2:29][CH:28]([O:30][C:31]4[CH:38]=[CH:37][C:34]([CH:35]=O)=[CH:33][CH:32]=4)[CH2:27]3)=[O:25])=[N:21][N:20]=2)=[CH:15][CH:14]=1.[Na].C([O-])(O)=O.[Na+].